Dataset: Reaction yield outcomes from USPTO patents with 853,638 reactions. Task: Predict the reaction yield, written as a fraction of the theoretical maximum amount of product (1.0 means a 100% yield; for example, 0.34 means a 34% yield). (1) The reactants are C([O:4][CH2:5][CH2:6][CH2:7][C:8]1[CH:9]=[C:10]2[C:14](=[CH:15][CH:16]=1)[NH:13][CH:12]=[C:11]2[C:17](=[O:36])[CH:18]([C:28]1[CH:33]=[N:32][C:31]([O:34][CH3:35])=[CH:30][N:29]=1)[NH:19][C:20]1[CH:21]=[N:22][CH:23]=[C:24]([O:26][CH3:27])[CH:25]=1)(=O)C.C(=O)([O-])[O-].[K+].[K+]. The catalyst is C1COCC1.CO. The product is [OH:4][CH2:5][CH2:6][CH2:7][C:8]1[CH:9]=[C:10]2[C:14](=[CH:15][CH:16]=1)[NH:13][CH:12]=[C:11]2[C:17](=[O:36])[CH:18]([C:28]1[CH:33]=[N:32][C:31]([O:34][CH3:35])=[CH:30][N:29]=1)[NH:19][C:20]1[CH:21]=[N:22][CH:23]=[C:24]([O:26][CH3:27])[CH:25]=1. The yield is 0.330. (2) The reactants are Br[C:2]1[CH:3]=[C:4]([C:8]2([C:19]3[CH:24]=[CH:23][N:22]=[C:21]([O:25][CH3:26])[CH:20]=3)[C:16]3[C:11](=[C:12]([F:17])[CH:13]=[CH:14][CH:15]=3)[C:10]([NH2:18])=[N:9]2)[CH:5]=[CH:6][CH:7]=1.[N:27]1[CH:32]=[C:31](B(O)O)[CH:30]=[N:29][CH:28]=1.C(=O)([O-])[O-].[Cs+].[Cs+]. The catalyst is C1C=CC(P(C2C=CC=CC=2)[C-]2C=CC=C2)=CC=1.C1C=CC(P(C2C=CC=CC=2)[C-]2C=CC=C2)=CC=1.Cl[Pd]Cl.[Fe+2].COCCOC.CCO.O. The product is [F:17][C:12]1[CH:13]=[CH:14][CH:15]=[C:16]2[C:11]=1[C:10]([NH2:18])=[N:9][C:8]2([C:19]1[CH:24]=[CH:23][N:22]=[C:21]([O:25][CH3:26])[CH:20]=1)[C:4]1[CH:5]=[CH:6][CH:7]=[C:2]([C:31]2[CH:32]=[N:27][CH:28]=[N:29][CH:30]=2)[CH:3]=1. The yield is 0.540. (3) The reactants are [Cl:1]C1C=CC(C#N)=C(N2CCOCC2)N=1.[Cl:16][C:17]1[CH:25]=[CH:24][C:20]([C:21]([NH2:23])=[O:22])=[C:19](N2CCOCC2)[N:18]=1.P(Cl)(Cl)(Cl)=O.N1C=CC=CC=1. The yield is 0.910. The product is [Cl:1][C:19]1[N:18]=[C:17]([Cl:16])[CH:25]=[CH:24][C:20]=1[C:21]([NH2:23])=[O:22]. The catalyst is C(#N)C.